This data is from Forward reaction prediction with 1.9M reactions from USPTO patents (1976-2016). The task is: Predict the product of the given reaction. (1) Given the reactants [N:1]1[CH:6]=[CH:5][C:4]([N:7]2[CH2:12][CH2:11][CH:10]([C:13](Cl)=[O:14])[CH2:9][CH2:8]2)=[CH:3][CH:2]=1.[CH:16]1[C:25]2[C:20](=[CH:21][CH:22]=[CH:23][CH:24]=2)[CH:19]=[CH:18][C:17]=1[S:26][CH:27]1[CH2:32][CH2:31][NH:30][CH2:29][CH2:28]1, predict the reaction product. The product is: [CH:16]1[C:25]2[C:20](=[CH:21][CH:22]=[CH:23][CH:24]=2)[CH:19]=[CH:18][C:17]=1[S:26][CH:27]1[CH2:32][CH2:31][N:30]([C:13]([CH:10]2[CH2:11][CH2:12][N:7]([C:4]3[CH:5]=[CH:6][N:1]=[CH:2][CH:3]=3)[CH2:8][CH2:9]2)=[O:14])[CH2:29][CH2:28]1. (2) Given the reactants C[O:2][C:3](=[O:24])[C:4]1[CH:9]=[CH:8][C:7](/[CH:10]=[CH:11]/[C:12]2[C:13]([C:18]3[CH:23]=[CH:22][CH:21]=[CH:20][CH:19]=3)=[N:14][O:15][C:16]=2[CH3:17])=[N:6][CH:5]=1.O.[OH-].[Li+].Cl, predict the reaction product. The product is: [CH3:17][C:16]1[O:15][N:14]=[C:13]([C:18]2[CH:19]=[CH:20][CH:21]=[CH:22][CH:23]=2)[C:12]=1/[CH:11]=[CH:10]/[C:7]1[CH:8]=[CH:9][C:4]([C:3]([OH:24])=[O:2])=[CH:5][N:6]=1. (3) Given the reactants O1CCCC1.C(Cl)(=O)C(Cl)=O.[CH2:12]([O:16][C:17]1[C:26]2[C:21](=[CH:22][C:23]([Cl:28])=[C:24]([Cl:27])[CH:25]=2)[C:20](=[O:29])[N:19]([CH3:30])[C:18]=1[CH2:31][OH:32])[CH2:13][CH2:14][CH3:15].C(N(CC)CC)C, predict the reaction product. The product is: [CH2:12]([O:16][C:17]1[C:26]2[C:21](=[CH:22][C:23]([Cl:28])=[C:24]([Cl:27])[CH:25]=2)[C:20](=[O:29])[N:19]([CH3:30])[C:18]=1[CH:31]=[O:32])[CH2:13][CH2:14][CH3:15]. (4) Given the reactants C[Al](C)C.[CH3:5][NH:6][CH3:7].C([O:10][C:11]([C:13]1[CH:18]=[CH:17][N:16]2[N:19]=[C:20]([C:32]3[CH:37]=[CH:36][CH:35]=[CH:34][N:33]=3)[C:21]([C:22]3[C:31]4[C:26](=[CH:27][CH:28]=[CH:29][CH:30]=4)[N:25]=[CH:24][CH:23]=3)=[C:15]2[CH:14]=1)=O)C.C([O-])(=O)C(C(C([O-])=O)O)O.[Na+].[K+], predict the reaction product. The product is: [CH3:5][N:6]([CH3:7])[C:11]([C:13]1[CH:18]=[CH:17][N:16]2[N:19]=[C:20]([C:32]3[CH:37]=[CH:36][CH:35]=[CH:34][N:33]=3)[C:21]([C:22]3[C:31]4[C:26](=[CH:27][CH:28]=[CH:29][CH:30]=4)[N:25]=[CH:24][CH:23]=3)=[C:15]2[CH:14]=1)=[O:10]. (5) The product is: [CH:1]([O:4][C:5]1[CH:10]=[CH:9][C:8]([S:11]([NH:30][C:29]2[N:25]([C:20]3[CH:21]=[CH:22][CH:23]=[C:24]4[C:19]=3[CH:18]=[CH:17][CH:16]=[N:15]4)[N:26]=[C:27]([C:31]([F:34])([F:33])[F:32])[CH:28]=2)(=[O:13])=[O:12])=[CH:7][CH:6]=1)([CH3:3])[CH3:2]. Given the reactants [CH:1]([O:4][C:5]1[CH:10]=[CH:9][C:8]([S:11](Cl)(=[O:13])=[O:12])=[CH:7][CH:6]=1)([CH3:3])[CH3:2].[N:15]1[C:24]2[C:19](=[C:20]([N:25]3[C:29]([NH2:30])=[CH:28][C:27]([C:31]([F:34])([F:33])[F:32])=[N:26]3)[CH:21]=[CH:22][CH:23]=2)[CH:18]=[CH:17][CH:16]=1, predict the reaction product. (6) Given the reactants Br[CH2:2][CH2:3][CH2:4][CH2:5][CH2:6][CH2:7][CH2:8][CH2:9][O:10][C:11]1[CH:16]=[CH:15][C:14]([CH:17]([C:19]2[CH:24]=[CH:23][C:22]([Cl:25])=[CH:21][CH:20]=2)[OH:18])=[C:13]([Cl:26])[CH:12]=1.[CH3:27][NH:28][CH2:29][CH:30]=[CH2:31].C([O-])(O)=O.[Na+], predict the reaction product. The product is: [CH2:29]([N:28]([CH3:27])[CH2:2][CH2:3][CH2:4][CH2:5][CH2:6][CH2:7][CH2:8][CH2:9][O:10][C:11]1[CH:16]=[CH:15][C:14]([CH:17]([C:19]2[CH:24]=[CH:23][C:22]([Cl:25])=[CH:21][CH:20]=2)[OH:18])=[C:13]([Cl:26])[CH:12]=1)[CH:30]=[CH2:31]. (7) Given the reactants Br[C:2]1[CH:7]=[CH:6][C:5]([C:8]([N:10]2[CH2:15][CH2:14][N:13]([C:16]3[C:21]([CH3:22])=[CH:20][C:19]([CH3:23])=[CH:18][N:17]=3)[CH2:12][CH2:11]2)=[O:9])=[C:4]([N:24]2[CH2:28][CH2:27][CH2:26][S:25]2(=[O:30])=[O:29])[CH:3]=1.[O:31]=[C:32]1[NH:36][C@H:35]([CH2:37][O:38][C:39](=[O:46])[C:40]2[CH:45]=[CH:44][CH:43]=[CH:42][CH:41]=2)[CH2:34][O:33]1, predict the reaction product. The product is: [C:39]([O:38][CH2:37][C@@H:35]1[CH2:34][O:33][C:32](=[O:31])[N:36]1[C:2]1[CH:7]=[CH:6][C:5]([C:8]([N:10]2[CH2:15][CH2:14][N:13]([C:16]3[C:21]([CH3:22])=[CH:20][C:19]([CH3:23])=[CH:18][N:17]=3)[CH2:12][CH2:11]2)=[O:9])=[C:4]([N:24]2[CH2:28][CH2:27][CH2:26][S:25]2(=[O:30])=[O:29])[CH:3]=1)(=[O:46])[C:40]1[CH:41]=[CH:42][CH:43]=[CH:44][CH:45]=1. (8) Given the reactants [Br:1][C:2]1[CH:7]=[CH:6][C:5]([OH:8])=[CH:4][CH:3]=1.FC(F)(F)S(O[Si:15]([CH:22]([CH3:24])[CH3:23])([CH:19]([CH3:21])[CH3:20])[CH:16]([CH3:18])[CH3:17])(=O)=O.N1C(C)=CC=CC=1C, predict the reaction product. The product is: [Br:1][C:2]1[CH:7]=[CH:6][C:5]([O:8][Si:15]([CH:22]([CH3:24])[CH3:23])([CH:19]([CH3:21])[CH3:20])[CH:16]([CH3:18])[CH3:17])=[CH:4][CH:3]=1. (9) Given the reactants C(C1CCCN(C([C:16]2[CH:21]=[CH:20][C:19]([O:22][C:23]3[C:32]4[C:27](=[CH:28][C:29]([O:35][CH3:36])=[C:30]([O:33][CH3:34])[CH:31]=4)[N:26]=[CH:25][CH:24]=3)=[C:18]([F:37])[CH:17]=2)=O)C1)C1C=CC=CC=1.[CH2:38]([C:45]1[NH:50][C:49](=[O:51])[C:48](C2C=CC(O)=C(F)C=2)=[CH:47][CH:46]=1)[C:39]1[CH:44]=[CH:43][CH:42]=[CH:41][CH:40]=1, predict the reaction product. The product is: [CH2:38]([C:45]1[NH:50][C:49](=[O:51])[C:48]([C:16]2[CH:21]=[CH:20][C:19]([O:22][C:23]3[C:32]4[C:27](=[CH:28][C:29]([O:35][CH3:36])=[C:30]([O:33][CH3:34])[CH:31]=4)[N:26]=[CH:25][CH:24]=3)=[C:18]([F:37])[CH:17]=2)=[CH:47][CH:46]=1)[C:39]1[CH:44]=[CH:43][CH:42]=[CH:41][CH:40]=1.